This data is from Experimentally validated miRNA-target interactions with 360,000+ pairs, plus equal number of negative samples. The task is: Binary Classification. Given a miRNA mature sequence and a target amino acid sequence, predict their likelihood of interaction. The miRNA is hsa-miR-4690-5p with sequence GAGCAGGCGAGGCUGGGCUGAA. The protein sequence of the target gene is MRPRMKYSNSKISPAKFSSTAGEALVPPCKIRRSQQKTKEFCHVYCMRLRSGLTIRKETSYFRKEPTKRYSLKSGTKHEENFSAYPRDSRKRSLLGSIQAFAASVDTLSIQGTSLLTQSPASLSTYNDQSVSFVLENGCYVINVDDSGKDQEQDQVLLRYYESPCPASQSGDGVDGKKLMVNMSPIKDTDIWLHANDKDYSVELQRGDVSPPEQAFFVLHKKSSDFVSFECKNLPGTYIGVKDNQLALVEEKDESCNNIMFKLSKI. Result: 0 (no interaction).